From a dataset of NCI-60 drug combinations with 297,098 pairs across 59 cell lines. Regression. Given two drug SMILES strings and cell line genomic features, predict the synergy score measuring deviation from expected non-interaction effect. Drug 1: C(CC(=O)O)C(=O)CN.Cl. Drug 2: C1=NNC2=C1C(=O)NC=N2. Cell line: HCT116. Synergy scores: CSS=14.1, Synergy_ZIP=2.43, Synergy_Bliss=6.44, Synergy_Loewe=5.47, Synergy_HSA=5.77.